From a dataset of Forward reaction prediction with 1.9M reactions from USPTO patents (1976-2016). Predict the product of the given reaction. (1) Given the reactants [NH:1]([C:13]([O:15][CH2:16][C:17]1[CH:22]=[CH:21][CH:20]=[CH:19][CH:18]=1)=[O:14])[C@H:2]([C:10]([OH:12])=O)[CH2:3][C:4]1[CH:9]=[CH:8][CH:7]=[CH:6][CH:5]=1.ON1C2C=CC=CC=2N=N1.Cl.C(N=C=NCCCN(C)C)C.CCN(C(C)C)C(C)C.[NH2:54][C@@H:55]([CH:67]([CH3:69])[CH3:68])[C:56]([NH:58][C@@H:59]([CH:64]([CH3:66])[CH3:65])[C:60]([O:62][CH3:63])=[O:61])=[O:57].C([O-])(O)=O.[Na+], predict the reaction product. The product is: [CH2:16]([O:15][C:13]([NH:1][C@@H:2]([CH2:3][C:4]1[CH:5]=[CH:6][CH:7]=[CH:8][CH:9]=1)[C:10]([NH:54][C@@H:55]([CH:67]([CH3:69])[CH3:68])[C:56]([NH:58][C@@H:59]([CH:64]([CH3:65])[CH3:66])[C:60]([O:62][CH3:63])=[O:61])=[O:57])=[O:12])=[O:14])[C:17]1[CH:22]=[CH:21][CH:20]=[CH:19][CH:18]=1. (2) Given the reactants C[O-].[Na+].Cl[C:5]1[CH:13]=[C:12]([N+:14]([O-:16])=[O:15])[CH:11]=[CH:10][C:6]=1[C:7]([OH:9])=[O:8].[C:17]([O:24][CH3:25])(=[O:23])[CH2:18][C:19]([O:21][CH3:22])=[O:20], predict the reaction product. The product is: [CH3:22][O:21][C:19](=[O:20])[CH:18]([C:5]1[CH:13]=[C:12]([N+:14]([O-:16])=[O:15])[CH:11]=[CH:10][C:6]=1[C:7]([OH:9])=[O:8])[C:17]([O:24][CH3:25])=[O:23]. (3) Given the reactants COC(C1[CH:14]=[C:13](O)[C:12]2[C:7](=[C:8](OCC3C=CC=CC=3)[CH:9]=[C:10](Br)[CH:11]=2)N=1)=O.[CH2:25]([O:32][C:33]([C:35]1[C:44](Br)=[C:43]([O:46][CH2:47][C:48]2[CH:53]=[CH:52][CH:51]=[CH:50][CH:49]=2)[C:42]2[C:37](=[C:38]([C:54]#[N:55])[CH:39]=[CH:40][CH:41]=2)[N:36]=1)=[O:34])[C:26]1[CH:31]=[CH:30][CH:29]=[CH:28][CH:27]=1, predict the reaction product. The product is: [CH2:25]([O:32][C:33]([C:35]1[C:44]([C:14]#[C:13][C:12]2[CH:7]=[CH:8][CH:9]=[CH:10][CH:11]=2)=[C:43]([O:46][CH2:47][C:48]2[CH:53]=[CH:52][CH:51]=[CH:50][CH:49]=2)[C:42]2[C:37](=[C:38]([C:54]#[N:55])[CH:39]=[CH:40][CH:41]=2)[N:36]=1)=[O:34])[C:26]1[CH:31]=[CH:30][CH:29]=[CH:28][CH:27]=1. (4) Given the reactants C[O:2][C:3]([C:5]1([CH2:11][CH2:12][NH:13][C:14]2[CH:19]=[CH:18][C:17]([Br:20])=[CH:16][C:15]=2[CH3:21])[CH2:10][CH2:9][O:8][CH2:7][CH2:6]1)=O.CC(C)([O-])C.[K+].O.[Sn], predict the reaction product. The product is: [Br:20][C:17]1[CH:18]=[CH:19][C:14]([N:13]2[CH2:12][CH2:11][C:5]3([CH2:10][CH2:9][O:8][CH2:7][CH2:6]3)[C:3]2=[O:2])=[C:15]([CH3:21])[CH:16]=1. (5) Given the reactants C12(CS(O)(=O)=O)C(C)(C)C(CC1)CC2=O.[CH2:16]([N:18]1[C:24]2[CH:25]=[CH:26][C:27]([NH2:29])=[CH:28][C:23]=2[O:22][CH2:21][CH2:20][CH2:19]1)[CH3:17].Cl[C:31]1[N:36]=[C:35]([NH:37][C:38]2[C:47]([F:48])=[CH:46][CH:45]=[CH:44][C:39]=2[C:40]([NH:42][CH3:43])=[O:41])[C:34]([Cl:49])=[CH:33][N:32]=1, predict the reaction product. The product is: [Cl:49][C:34]1[C:35]([NH:37][C:38]2[C:47]([F:48])=[CH:46][CH:45]=[CH:44][C:39]=2[C:40]([NH:42][CH3:43])=[O:41])=[N:36][C:31]([NH:29][C:27]2[CH:26]=[CH:25][C:24]3[N:18]([CH2:16][CH3:17])[CH2:19][CH2:20][CH2:21][O:22][C:23]=3[CH:28]=2)=[N:32][CH:33]=1. (6) Given the reactants [C:1]([C:3]1[CH:8]=[CH:7][C:6]([I:9])=[CH:5][CH:4]=1)#[CH:2].C([Mg]Br)C.[CH3:14][C:15]([O:18][C:19]([N:21]1[C@H:25]([C:26](N(OC)C)=[O:27])[CH2:24][CH2:23][CH2:22]1)=[O:20])([CH3:17])[CH3:16], predict the reaction product. The product is: [I:9][C:6]1[CH:7]=[CH:8][C:3]([C:1]#[C:2][C:26]([C@@H:25]2[CH2:24][CH2:23][CH2:22][N:21]2[C:19]([O:18][C:15]([CH3:17])([CH3:16])[CH3:14])=[O:20])=[O:27])=[CH:4][CH:5]=1. (7) Given the reactants [N:1]([CH2:4][C:5]1[CH:10]=[CH:9][N:8]=[C:7]([C:11]([O:13][CH3:14])=[O:12])[CH:6]=1)=[N+]=[N-], predict the reaction product. The product is: [NH2:1][CH2:4][C:5]1[CH:10]=[CH:9][N:8]=[C:7]([C:11]([O:13][CH3:14])=[O:12])[CH:6]=1. (8) The product is: [CH2:19]([O:8][C:6]1[CH:7]=[C:2]([F:1])[CH:3]=[CH:4][C:5]=1[N+:9]([O-:11])=[O:10])[CH3:20]. Given the reactants [F:1][C:2]1[CH:3]=[CH:4][C:5]([N+:9]([O-:11])=[O:10])=[C:6]([OH:8])[CH:7]=1.C([O-])([O-])=O.[K+].[K+].I[CH2:19][CH3:20], predict the reaction product. (9) Given the reactants [Br:1][C:2]1[CH:3]=[CH:4][C:5]([O:15][CH2:16][CH:17]([CH2:20][CH3:21])[CH2:18][CH3:19])=[C:6]([CH:14]=1)[CH2:7][N:8]1[CH:12]=[CH:11][C:10]([OH:13])=[N:9]1.[CH2:22]([O:24][C:25](=[O:28])[CH2:26]Br)[CH3:23].C([O-])([O-])=O.[K+].[K+], predict the reaction product. The product is: [CH2:22]([O:24][C:25](=[O:28])[CH2:26][O:13][C:10]1[CH:11]=[CH:12][N:8]([CH2:7][C:6]2[CH:14]=[C:2]([Br:1])[CH:3]=[CH:4][C:5]=2[O:15][CH2:16][CH:17]([CH2:20][CH3:21])[CH2:18][CH3:19])[N:9]=1)[CH3:23].